Dataset: CYP1A2 inhibition data for predicting drug metabolism from PubChem BioAssay. Task: Regression/Classification. Given a drug SMILES string, predict its absorption, distribution, metabolism, or excretion properties. Task type varies by dataset: regression for continuous measurements (e.g., permeability, clearance, half-life) or binary classification for categorical outcomes (e.g., BBB penetration, CYP inhibition). Dataset: cyp1a2_veith. (1) The molecule is COc1ncc2nc(C)c(=O)n(C[C@H]3CCCO3)c2n1. The result is 1 (inhibitor). (2) The compound is C=O.N#[N+]c1ccc(Nc2ccccc2)cc1.O=S(=O)(O)O. The result is 0 (non-inhibitor).